This data is from Forward reaction prediction with 1.9M reactions from USPTO patents (1976-2016). The task is: Predict the product of the given reaction. (1) The product is: [NH2:11][C@H:12]1[CH2:16][CH2:15][N:14]([C@H:17]2[CH2:22][CH2:21][C@@H:20]([N:23]([CH:25]([CH3:27])[CH3:26])[CH3:24])[CH2:19][C@@H:18]2[C:28]([O:30][CH2:31][CH3:32])=[O:29])[C:13]1=[O:33]. Given the reactants C(OC([NH:11][C@H:12]1[CH2:16][CH2:15][N:14]([C@H:17]2[CH2:22][CH2:21][C@@H:20]([N:23]([CH:25]([CH3:27])[CH3:26])[CH3:24])[CH2:19][C@@H:18]2[C:28]([O:30][CH2:31][CH3:32])=[O:29])[C:13]1=[O:33])=O)C1C=CC=CC=1, predict the reaction product. (2) Given the reactants Br[CH2:2][CH2:3][CH2:4][CH2:5][O:6][CH2:7][C@H:8]1[CH2:13][CH2:12][C@H:11]([CH2:14][N:15]([CH3:29])[S:16]([C:19]2[CH:24]=[CH:23][C:22]([C:25]([F:28])([F:27])[F:26])=[CH:21][CH:20]=2)(=[O:18])=[O:17])[CH2:10][CH2:9]1.[CH2:30]([NH:33][CH3:34])[CH:31]=[CH2:32], predict the reaction product. The product is: [CH2:30]([N:33]([CH3:34])[CH2:2][CH2:3][CH2:4][CH2:5][O:6][CH2:7][C@H:8]1[CH2:13][CH2:12][C@H:11]([CH2:14][N:15]([CH3:29])[S:16]([C:19]2[CH:24]=[CH:23][C:22]([C:25]([F:28])([F:27])[F:26])=[CH:21][CH:20]=2)(=[O:18])=[O:17])[CH2:10][CH2:9]1)[CH:31]=[CH2:32]. (3) The product is: [Cl:12][C:7]1[CH:8]=[CH:9][CH:10]=[C:11]2[C:6]=1[N:5]=[CH:4][N:3]=[C:2]2[C:15]1[CH:16]=[C:17]([O:20][CH3:21])[CH:18]=[CH:19][C:14]=1[Cl:13]. Given the reactants Cl[C:2]1[C:11]2[C:6](=[C:7]([Cl:12])[CH:8]=[CH:9][CH:10]=2)[N:5]=[CH:4][N:3]=1.[Cl:13][C:14]1[CH:19]=[CH:18][C:17]([O:20][CH3:21])=[CH:16][C:15]=1B(O)O.C([O-])([O-])=O.[Na+].[Na+], predict the reaction product.